Dataset: Full USPTO retrosynthesis dataset with 1.9M reactions from patents (1976-2016). Task: Predict the reactants needed to synthesize the given product. (1) The reactants are: [CH2:1]([NH:8][C:9]([C:11]1[S:15][C:14]([NH2:16])=[N:13][C:12]=1[CH3:17])=[O:10])[C:2]1[CH:7]=[CH:6][CH:5]=[CH:4][CH:3]=1.CN1CCOCC1.F[P-](F)(F)(F)(F)F.N1(O[P+](N(C)C)(N(C)C)N(C)C)C2C=CC=CC=2N=N1.[N:52]1([CH2:57][C:58]2[CH:66]=[CH:65][C:61]([C:62](O)=[O:63])=[CH:60][CH:59]=2)[CH:56]=[CH:55][CH:54]=[N:53]1. Given the product [N:52]1([CH2:57][C:58]2[CH:66]=[CH:65][C:61]([C:62]([NH:16][C:14]3[S:15][C:11]([C:9]([NH:8][CH2:1][C:2]4[CH:7]=[CH:6][CH:5]=[CH:4][CH:3]=4)=[O:10])=[C:12]([CH3:17])[N:13]=3)=[O:63])=[CH:60][CH:59]=2)[CH:56]=[CH:55][CH:54]=[N:53]1, predict the reactants needed to synthesize it. (2) Given the product [C:1]([C:3]1[C:4]([S:23][CH2:24][C:25]2[CH:26]=[C:27]([C:31]([NH2:44])=[O:32])[CH:28]=[CH:29][CH:30]=2)=[N:5][C:6]([NH:17][CH2:18][C@@H:19]([OH:22])[CH2:20][OH:21])=[C:7]([C:15]#[N:16])[C:8]=1[C:9]1[CH:14]=[CH:13][CH:12]=[CH:11][CH:10]=1)#[N:2], predict the reactants needed to synthesize it. The reactants are: [C:1]([C:3]1[C:4]([S:23][CH2:24][C:25]2[CH:26]=[C:27]([C:31](O)=[O:32])[CH:28]=[CH:29][CH:30]=2)=[N:5][C:6]([NH:17][CH2:18][C@@H:19]([OH:22])[CH2:20][OH:21])=[C:7]([C:15]#[N:16])[C:8]=1[C:9]1[CH:14]=[CH:13][CH:12]=[CH:11][CH:10]=1)#[N:2].C(Cl)CCl.C1C=CC2N(O)N=[N:44]C=2C=1.[Cl-].[NH4+].C(N(CC)C(C)C)(C)C. (3) Given the product [Br:1][C:2]1[CH:7]=[CH:6][C:5]([CH:8]([NH2:12])[CH3:9])=[C:4]([F:11])[CH:3]=1, predict the reactants needed to synthesize it. The reactants are: [Br:1][C:2]1[CH:7]=[CH:6][C:5]([C:8](=O)[CH3:9])=[C:4]([F:11])[CH:3]=1.[NH3:12].[BH4-].[Na+]. (4) Given the product [NH2:20][C:19]1[S:3][C:2]([NH:1][C:4]2[CH:5]=[C:6]3[C:11](=[CH:12][CH:13]=2)[N:10]=[CH:9][CH:8]=[CH:7]3)=[N:14][C:15]=1[C:16]([NH2:18])=[O:17], predict the reactants needed to synthesize it. The reactants are: [N:1]([C:4]1[CH:5]=[C:6]2[C:11](=[CH:12][CH:13]=1)[N:10]=[CH:9][CH:8]=[CH:7]2)=[C:2]=[S:3].[NH2:14][CH:15]([C:19]#[N:20])[C:16]([NH2:18])=[O:17]. (5) Given the product [Cl:1][C:2]1[CH:7]=[CH:6][C:5]([N:8]2[CH2:30][CH2:29][N:11]3[CH:10]([CH2:15][S:14][CH2:13][CH:12]3[C:16]3[CH:21]=[CH:20][C:19]([O:22][CH3:23])=[C:18]([O:24][CH3:25])[CH:17]=3)[CH2:9]2)=[CH:4][C:3]=1[O:26][CH3:27], predict the reactants needed to synthesize it. The reactants are: [Cl:1][C:2]1[CH:7]=[CH:6][C:5]([NH:8][CH2:9][CH:10]2[CH2:15][S:14][CH2:13][CH:12]([C:16]3[CH:21]=[CH:20][C:19]([O:22][CH3:23])=[C:18]([O:24][CH3:25])[CH:17]=3)[NH:11]2)=[CH:4][C:3]=1[O:26][CH3:27].Br[CH:29](Br)[CH3:30].C(N(CC)CC)C. (6) Given the product [Cl:1][C:2]1[CH:10]=[C:9]2[C:5]([C:6]([C:11]([OH:13])=[O:12])=[CH:7][NH:8]2)=[CH:4][C:3]=1[C:15]1[CH:20]=[CH:19][C:18]([O:21][CH2:22][CH2:23][CH2:24][N:25]2[CH2:30][CH2:29][O:28][CH2:27][C:26]2=[O:31])=[CH:17][CH:16]=1, predict the reactants needed to synthesize it. The reactants are: [Cl:1][C:2]1[CH:10]=[C:9]2[C:5]([C:6]([C:11]([O:13]C)=[O:12])=[CH:7][NH:8]2)=[CH:4][C:3]=1[C:15]1[CH:20]=[CH:19][C:18]([O:21][CH2:22][CH2:23][CH2:24][N:25]2[CH2:30][CH2:29][O:28][CH2:27][C:26]2=[O:31])=[CH:17][CH:16]=1.[OH-].[Na+]. (7) Given the product [CH3:1][O:2][C:3]1[CH:4]=[CH:5][C:6]([C:9]2[C:18]([C:19]3[CH:24]=[CH:23][C:22]([O:25][CH3:26])=[CH:21][CH:20]=3)=[N:17][C:16]3[C:11](=[CH:12][CH:13]=[C:14]([C:27]4[NH:31][N:30]=[N:29][N:28]=4)[CH:15]=3)[N:10]=2)=[CH:7][CH:8]=1, predict the reactants needed to synthesize it. The reactants are: [CH3:1][O:2][C:3]1[CH:8]=[CH:7][C:6]([C:9]2[C:18]([C:19]3[CH:24]=[CH:23][C:22]([O:25][CH3:26])=[CH:21][CH:20]=3)=[N:17][C:16]3[C:11](=[CH:12][CH:13]=[C:14]([C:27]#[N:28])[CH:15]=3)[N:10]=2)=[CH:5][CH:4]=1.[N-:29]=[N+:30]=[N-:31].[Na+].[NH4+].[Cl-].